Dataset: Full USPTO retrosynthesis dataset with 1.9M reactions from patents (1976-2016). Task: Predict the reactants needed to synthesize the given product. (1) Given the product [CH3:7][O:8][CH:9]1[C@@H:13]2[O:14][C:15]([CH3:18])([CH3:17])[O:16][C@@H:12]2[C@H:11]([CH:19]=[O:20])[O:10]1, predict the reactants needed to synthesize it. The reactants are: N1C=CC=CC=1.[CH3:7][O:8][CH:9]1[C@@H:13]2[O:14][C:15]([CH3:18])([CH3:17])[O:16][C@@H:12]2[C@@H:11]([CH2:19][OH:20])[O:10]1.C(=O)(O)[O-].[Na+]. (2) The reactants are: [Br:1][C:2]1[C:3](Cl)=[N:4][CH:5]=[C:6]([CH:21]=1)[C:7]([NH:9][C:10]1[CH:15]=[CH:14][C:13]([O:16][C:17]([F:20])([F:19])[F:18])=[CH:12][CH:11]=1)=[O:8].C([O-])([O-])=O.[K+].[K+].[CH3:29][O:30][CH2:31][CH2:32][OH:33]. Given the product [Br:1][C:2]1[C:3]([O:33][CH2:32][CH2:31][O:30][CH3:29])=[N:4][CH:5]=[C:6]([CH:21]=1)[C:7]([NH:9][C:10]1[CH:15]=[CH:14][C:13]([O:16][C:17]([F:20])([F:19])[F:18])=[CH:12][CH:11]=1)=[O:8], predict the reactants needed to synthesize it. (3) The reactants are: CN(C(OC(C)(C)C)=O)C(CC=C)C.Br[C:16]1[CH:17]=[C:18]([O:22]C(C)C)[CH:19]=N[CH:21]=1.BrC1C=NC=C(C=1)C(O)=O.CC(O)CC=C.[C:42]1([CH3:52])[CH:47]=[CH:46][C:45]([S:48](Cl)(=[O:50])=[O:49])=[CH:44][CH:43]=1. Given the product [C:42]1([CH3:52])[CH:47]=[CH:46][C:45]([S:48]([O:22][CH:18]([CH2:17][CH:16]=[CH2:21])[CH3:19])(=[O:50])=[O:49])=[CH:44][CH:43]=1, predict the reactants needed to synthesize it. (4) Given the product [O:1]=[C:2]1[N:7]([CH2:8][C:9]2[CH:10]=[C:11]([C:15]3[N:20]=[CH:19][C:18]([C:21]([OH:23])=[O:22])=[CH:17][N:16]=3)[CH:12]=[CH:13][CH:14]=2)[N:6]=[C:5]([C:26]2[CH:27]=[C:28]([F:34])[C:29]([F:33])=[C:30]([F:32])[CH:31]=2)[CH:4]=[CH:3]1, predict the reactants needed to synthesize it. The reactants are: [O:1]=[C:2]1[N:7]([CH2:8][C:9]2[CH:10]=[C:11]([C:15]3[N:20]=[CH:19][C:18]([C:21]([O:23]CC)=[O:22])=[CH:17][N:16]=3)[CH:12]=[CH:13][CH:14]=2)[N:6]=[C:5]([C:26]2[CH:31]=[C:30]([F:32])[C:29]([F:33])=[C:28]([F:34])[CH:27]=2)[CH:4]=[CH:3]1.[OH-].[Li+]. (5) Given the product [NH2:38][C:39]([NH:31][C:30]1[NH:19][C:20]2[C:21]([C:26]=1[C:27]([NH2:29])=[O:28])=[CH:22][CH:23]=[C:24]([CH2:7][N:1]1[CH2:6][CH2:5][S:4][CH2:3][CH2:2]1)[CH:25]=2)=[O:40], predict the reactants needed to synthesize it. The reactants are: [NH:1]1[CH2:6][CH2:5][S:4][CH2:3][CH2:2]1.[C:7]([BH3-])#N.[Na+].C([NH:19][C:20]1[CH:25]=[CH:24][CH:23]=[CH:22][C:21]=1[CH:26]([C:30]#[N:31])[C:27]([NH2:29])=[O:28])(=O)C1C=CC=CC=1.C(=O)([O-])O.[Na+].C[N:38](C)[CH:39]=[O:40]. (6) Given the product [C:4]([C:3]1[CH:6]=[CH:7][C:8]([CH3:10])=[CH:9][C:2]=1[NH:1][C:15](=[O:16])[C:14]1[C:18]([CH3:22])=[CH:19][CH:20]=[CH:21][C:13]=1[O:12][CH3:11])#[N:5], predict the reactants needed to synthesize it. The reactants are: [NH2:1][C:2]1[CH:9]=[C:8]([CH3:10])[CH:7]=[CH:6][C:3]=1[C:4]#[N:5].[CH3:11][O:12][C:13]1[CH:21]=[CH:20][CH:19]=[C:18]([CH3:22])[C:14]=1[C:15](Cl)=[O:16]. (7) Given the product [Br:17][C:13]1[C:12]([CH3:16])=[N:11][N:10]([C:8]2[CH:7]=[CH:6][C:3]([C:4]#[N:5])=[C:2]([Cl:1])[CH:9]=2)[C:14]=1[CH3:15], predict the reactants needed to synthesize it. The reactants are: [Cl:1][C:2]1[CH:9]=[C:8]([N:10]2[C:14]([CH3:15])=[CH:13][C:12]([CH3:16])=[N:11]2)[CH:7]=[CH:6][C:3]=1[C:4]#[N:5].[Br:17]Br. (8) Given the product [NH2:15][C:13]1[CH:14]=[C:9]([S:6]([NH:5][C:1]([CH3:4])([CH3:3])[CH3:2])(=[O:7])=[O:8])[CH:10]=[C:11]([F:18])[CH:12]=1, predict the reactants needed to synthesize it. The reactants are: [C:1]([NH:5][S:6]([C:9]1[CH:14]=[C:13]([N+:15]([O-])=O)[CH:12]=[C:11]([F:18])[CH:10]=1)(=[O:8])=[O:7])([CH3:4])([CH3:3])[CH3:2].[NH4+].[Cl-]. (9) Given the product [F:4][C:5]1[CH:10]=[CH:9][C:8]([CH2:11][C:12]2[C:14]3[C:15](=[C:16]([CH3:21])[N:17]([CH3:20])[C:18]=3[CH3:19])[C:22](=[O:24])[NH:2][N:3]=2)=[CH:7][C:6]=1[C:26]([N:28]1[CH2:33][CH2:32][CH:31]([O:34][CH3:35])[CH2:30][CH2:29]1)=[O:27], predict the reactants needed to synthesize it. The reactants are: O.[NH2:2][NH2:3].[F:4][C:5]1[CH:10]=[CH:9][C:8]([CH2:11][C:12]([C:14]2[C:15]([C:22]([O:24]C)=O)=[C:16]([CH3:21])[N:17]([CH3:20])[C:18]=2[CH3:19])=O)=[CH:7][C:6]=1[C:26]([N:28]1[CH2:33][CH2:32][CH:31]([O:34][CH3:35])[CH2:30][CH2:29]1)=[O:27]. (10) The reactants are: Cl[S:2]([N:5]=[C:6]=[O:7])(=[O:4])=[O:3].[CH2:8]([OH:15])[C:9]1[CH:14]=[CH:13][CH:12]=[CH:11][CH:10]=1.[CH3:16][O:17][CH:18]([O:21][CH3:22])[CH2:19][NH2:20].C(N(CC)CC)C.Cl. Given the product [CH3:16][O:17][CH:18]([O:21][CH3:22])[CH2:19][NH:20][S:2]([NH:5][C:6](=[O:7])[O:15][CH2:8][C:9]1[CH:14]=[CH:13][CH:12]=[CH:11][CH:10]=1)(=[O:4])=[O:3], predict the reactants needed to synthesize it.